From a dataset of Peptide-MHC class II binding affinity with 134,281 pairs from IEDB. Regression. Given a peptide amino acid sequence and an MHC pseudo amino acid sequence, predict their binding affinity value. This is MHC class II binding data. (1) The binding affinity (normalized) is 0.350. The MHC is DRB1_0401 with pseudo-sequence DRB1_0401. The peptide sequence is IRGTSATAAAIQLKC. (2) The peptide sequence is TKPEACSGEPVVVHI. The MHC is HLA-DPA10103-DPB10401 with pseudo-sequence HLA-DPA10103-DPB10401. The binding affinity (normalized) is 0.187. (3) The peptide sequence is YEVRAELPGVDPDKD. The MHC is HLA-DQA10102-DQB10602 with pseudo-sequence HLA-DQA10102-DQB10602. The binding affinity (normalized) is 0.116. (4) The peptide sequence is YDKFLANVSTVLTGR. The MHC is DRB3_0202 with pseudo-sequence DRB3_0202. The binding affinity (normalized) is 1.00.